Predict the product of the given reaction. From a dataset of Forward reaction prediction with 1.9M reactions from USPTO patents (1976-2016). (1) Given the reactants Cl/[CH:2]=[CH:3]/[CH2:4][N:5]([CH3:17])[CH2:6][C:7]1[C:16]2[C:11](=[CH:12][CH:13]=[CH:14][CH:15]=2)[CH:10]=[CH:9][CH:8]=1.C(N([CH2:34][C:35]([O-])=O)CC(O)=O)CN(CC([O-])=O)CC(O)=O.[Na+].[Na+], predict the reaction product. The product is: [CH3:6][C:7]([C:34]#[C:35]/[CH:2]=[CH:3]/[CH2:4][N:5]([CH2:6][C:7]1[CH:8]=[CH:9][CH:10]=[C:11]2[CH:12]=[CH:13][CH:14]=[CH:15][C:16]=12)[CH3:17])([CH3:16])[CH3:8]. (2) Given the reactants [C:1](=[O:6])(OC)OC.C[O-].[Na+].[NH2:10][C:11]1[C:16]([CH2:17][NH:18][CH3:19])=[CH:15][C:14]([Br:20])=[CH:13][N:12]=1, predict the reaction product. The product is: [Br:20][C:14]1[CH:13]=[N:12][C:11]2[NH:10][C:1](=[O:6])[N:18]([CH3:19])[CH2:17][C:16]=2[CH:15]=1.